The task is: Regression. Given two drug SMILES strings and cell line genomic features, predict the synergy score measuring deviation from expected non-interaction effect.. This data is from NCI-60 drug combinations with 297,098 pairs across 59 cell lines. Drug 1: C1=CC(=CC=C1CCCC(=O)O)N(CCCl)CCCl. Drug 2: CC12CCC3C(C1CCC2OP(=O)(O)O)CCC4=C3C=CC(=C4)OC(=O)N(CCCl)CCCl.[Na+]. Cell line: SW-620. Synergy scores: CSS=11.3, Synergy_ZIP=-11.6, Synergy_Bliss=-10.3, Synergy_Loewe=-19.0, Synergy_HSA=-10.4.